Dataset: Full USPTO retrosynthesis dataset with 1.9M reactions from patents (1976-2016). Task: Predict the reactants needed to synthesize the given product. (1) Given the product [CH:1]([C:3]1[CH:11]=[CH:10][C:6]([C:7]([O:9][CH3:17])=[O:8])=[CH:5][C:4]=1[OH:12])=[O:2], predict the reactants needed to synthesize it. The reactants are: [CH:1]([C:3]1[CH:11]=[CH:10][C:6]([C:7]([OH:9])=[O:8])=[CH:5][C:4]=1[OH:12])=[O:2].S(Cl)(Cl)=O.[CH3:17]O. (2) Given the product [CH:13]([N:16]([CH:20]([CH3:22])[CH3:21])[CH2:17][CH2:18][NH:19][C:1](=[O:12])/[CH:2]=[CH:3]/[CH2:4][CH2:5][CH2:6][CH2:7][CH2:8][CH2:9][CH3:10])([CH3:15])[CH3:14], predict the reactants needed to synthesize it. The reactants are: [C:1]([OH:12])(=O)/[CH:2]=[CH:3]/[CH2:4][CH2:5][CH2:6][CH2:7][CH2:8][CH2:9][CH3:10].[CH:13]([N:16]([CH:20]([CH3:22])[CH3:21])[CH2:17][CH2:18][NH2:19])([CH3:15])[CH3:14]. (3) Given the product [NH2:1][C:4]1[CH:9]=[CH:8][CH:7]=[CH:6][C:5]=1[S:10]([NH:13][C:14]1[CH:23]=[CH:22][C:21]2[CH2:20][CH2:19][CH2:18][CH2:17][C:16]=2[C:15]=1[C:24]([O:26][CH3:27])=[O:25])(=[O:12])=[O:11], predict the reactants needed to synthesize it. The reactants are: [N+:1]([C:4]1[CH:9]=[CH:8][CH:7]=[CH:6][C:5]=1[S:10]([NH:13][C:14]1[CH:23]=[CH:22][C:21]2[CH2:20][CH2:19][CH2:18][CH2:17][C:16]=2[C:15]=1[C:24]([O:26][CH3:27])=[O:25])(=[O:12])=[O:11])([O-])=O.CO. (4) Given the product [N:17]1([C:22]2[CH:27]=[CH:26][C:25]([C@H:28]([NH:30][C:2]3[N:7]=[C:6]([N:8]4[C@@H:12]([CH:13]([CH3:15])[CH3:14])[CH2:11][O:10][C:9]4=[O:16])[CH:5]=[CH:4][N:3]=3)[CH3:29])=[CH:24][CH:23]=2)[CH:21]=[CH:20][CH:19]=[CH:18]1.[N:17]1([C:22]2[CH:27]=[CH:26][C:25]([C@@H:28]([NH:30][C:2]3[N:7]=[C:6]([N:8]4[C@@H:12]([CH:13]([CH3:15])[CH3:14])[CH2:11][O:10][C:9]4=[O:16])[CH:5]=[CH:4][N:3]=3)[CH3:29])=[CH:24][CH:23]=2)[CH:21]=[CH:20][CH:19]=[CH:18]1, predict the reactants needed to synthesize it. The reactants are: Cl[C:2]1[N:7]=[C:6]([N:8]2[C@@H:12]([CH:13]([CH3:15])[CH3:14])[CH2:11][O:10][C:9]2=[O:16])[CH:5]=[CH:4][N:3]=1.[N:17]1([C:22]2[CH:27]=[CH:26][C:25]([CH:28]([NH2:30])[CH3:29])=[CH:24][CH:23]=2)[CH:21]=[CH:20][CH:19]=[CH:18]1. (5) Given the product [N:35]1([CH2:31][C:29]2[CH:28]=[N:27][N:26]([C:24]3[C:23]([CH3:33])=[CH:22][N:21]=[C:20]([NH:19][C:4]4[C:3]([O:2][CH3:1])=[CH:8][C:7]([N:9]5[CH2:14][CH2:13][N:12]([CH3:15])[CH2:11][CH2:10]5)=[C:6]([NH:16][C:3](=[O:2])[CH:4]=[CH2:5])[CH:5]=4)[N:25]=3)[CH:30]=2)[CH2:38][CH2:37][CH2:36]1, predict the reactants needed to synthesize it. The reactants are: [CH3:1][O:2][C:3]1[CH:8]=[C:7]([N:9]2[CH2:14][CH2:13][N:12]([CH3:15])[CH2:11][CH2:10]2)[C:6]([N+:16]([O-])=O)=[CH:5][C:4]=1[NH:19][C:20]1[N:25]=[C:24]([N:26]2[CH:30]=[C:29]([CH:31]=O)[CH:28]=[N:27]2)[C:23]([CH3:33])=[CH:22][N:21]=1.Cl.[NH:35]1[CH2:38][CH2:37][CH2:36]1.